Task: Predict the reaction yield, written as a fraction of the theoretical maximum amount of product (1.0 means a 100% yield; for example, 0.34 means a 34% yield).. Dataset: Reaction yield outcomes from USPTO patents with 853,638 reactions (1) The reactants are [C:1]([O:8][CH3:9])(=[O:7])[CH2:2][C:3]([O:5][CH3:6])=[O:4].[H-].[Na+].F[C:13]1[CH:18]=[CH:17][C:16]([C:19]2[CH:24]=[CH:23][CH:22]=[C:21]([NH:25][C:26](=[O:31])[C:27]([F:30])([F:29])[F:28])[CH:20]=2)=[CH:15][C:14]=1[N+:32]([O-:34])=[O:33]. The catalyst is CS(C)=O. The product is [N+:32]([C:14]1[CH:15]=[C:16]([C:19]2[CH:24]=[CH:23][CH:22]=[C:21]([NH:25][C:26](=[O:31])[C:27]([F:28])([F:29])[F:30])[CH:20]=2)[CH:17]=[CH:18][C:13]=1[CH:2]([C:1]([O:8][CH3:9])=[O:7])[C:3]([O:5][CH3:6])=[O:4])([O-:34])=[O:33]. The yield is 0.500. (2) The reactants are [NH2:1][C@H:2]([C:7]1[CH:12]=[CH:11][CH:10]=[C:9]([N+:13]([O-:15])=[O:14])[CH:8]=1)[CH2:3][C:4]([OH:6])=[O:5].S(Cl)([Cl:18])=O.[CH2:20](O)[CH3:21].Cl. The catalyst is O1CCOCC1. The product is [ClH:18].[NH2:1][C@H:2]([C:7]1[CH:12]=[CH:11][CH:10]=[C:9]([N+:13]([O-:15])=[O:14])[CH:8]=1)[CH2:3][C:4]([O:6][CH2:20][CH3:21])=[O:5]. The yield is 0.920. (3) The reactants are Br[C:2]1[CH:14]=[CH:13][C:5]2[N:6]=[C:7]([NH:9][C:10](=[O:12])[CH3:11])[S:8][C:4]=2[CH:3]=1.CC1(C)C(C)(C)OB([C:23]2[CH:24]=[C:25]([NH:29][C:30](=[O:32])[CH3:31])[CH:26]=[CH:27][CH:28]=2)O1. No catalyst specified. The product is [C:10]([NH:9][C:7]1[S:8][C:4]2[CH:3]=[C:2]([C:23]3[CH:24]=[C:25]([NH:29][C:30](=[O:32])[CH3:31])[CH:26]=[CH:27][CH:28]=3)[CH:14]=[CH:13][C:5]=2[N:6]=1)(=[O:12])[CH3:11]. The yield is 0.188. (4) The reactants are [CH2:1]([CH:3]1[CH2:7][N:6]([C:8]([O:10][C:11]([CH3:14])([CH3:13])[CH3:12])=[O:9])[C@H:5]([C:15]([O:17]C)=[O:16])[CH2:4]1)[CH3:2].[Li+].[OH-]. The catalyst is CO. The product is [C:11]([O:10][C:8]([N:6]1[CH2:7][CH:3]([CH2:1][CH3:2])[CH2:4][C@H:5]1[C:15]([OH:17])=[O:16])=[O:9])([CH3:12])([CH3:13])[CH3:14]. The yield is 0.970.